Dataset: Reaction yield outcomes from USPTO patents with 853,638 reactions. Task: Predict the reaction yield, written as a fraction of the theoretical maximum amount of product (1.0 means a 100% yield; for example, 0.34 means a 34% yield). (1) The reactants are [CH2:1]([Sn:5](=[O:10])[CH2:6][CH2:7][CH2:8][CH3:9])[CH2:2][CH2:3][CH3:4].[CH3:11][CH:12]([CH3:16])[CH2:13][CH2:14][OH:15]. No catalyst specified. The product is [CH2:1]([Sn:5]([CH2:6][CH2:7][CH2:8][CH3:9])([O:15][CH2:14][CH2:13][CH:12]([CH3:16])[CH3:11])[O:10][Sn:5]([CH2:6][CH2:7][CH2:8][CH3:9])([CH2:1][CH2:2][CH2:3][CH3:4])[O:15][CH2:14][CH2:13][CH:12]([CH3:16])[CH3:11])[CH2:2][CH2:3][CH3:4]. The yield is 0.990. (2) The yield is 0.326. No catalyst specified. The product is [C:33]([N:27]1[CH2:28][CH2:29][CH2:30][CH2:31][CH2:32][CH:26]1[C:8]1[N:4]2[CH:5]=[CH:6][N:7]=[C:2]([NH2:1])[C:3]2=[C:10]([C:11]2[CH:25]=[CH:24][C:14]([C:15]([NH:17][C:18]3[CH:23]=[CH:22][CH:21]=[CH:20][N:19]=3)=[O:16])=[CH:13][CH:12]=2)[N:9]=1)(=[O:36])[CH:34]=[CH2:35]. The reactants are [NH2:1][C:2]1[C:3]2[N:4]([C:8]([CH:26]3[CH2:32][CH2:31][CH2:30][CH2:29][CH2:28][NH:27]3)=[N:9][C:10]=2[C:11]2[CH:25]=[CH:24][C:14]([C:15]([NH:17][C:18]3[CH:23]=[CH:22][CH:21]=[CH:20][N:19]=3)=[O:16])=[CH:13][CH:12]=2)[CH:5]=[CH:6][N:7]=1.[C:33](Cl)(=[O:36])[CH:34]=[CH2:35]. (3) The reactants are [CH:1]1([C:5]2[O:9][N:8]=[C:7]([CH2:10][O:11]C(C)(C)C)[C:6]=2[C:16]([O:18][CH2:19][CH3:20])=[O:17])[CH2:4][CH2:3][CH2:2]1.FC(F)(F)C(O)=O. The catalyst is ClCCl. The product is [CH:1]1([C:5]2[O:9][N:8]=[C:7]([CH2:10][OH:11])[C:6]=2[C:16]([O:18][CH2:19][CH3:20])=[O:17])[CH2:2][CH2:3][CH2:4]1. The yield is 0.690. (4) The reactants are [NH2:1][C:2]1[N:7]=[CH:6][N:5]=[C:4]2[N:8]([CH:32]3[CH2:37][CH2:36][N:35]([CH2:38][CH2:39][F:40])[CH2:34][CH2:33]3)[N:9]=[C:10]([C:11]3[CH:16]=[CH:15][C:14]([NH:17][C:18]([C:20]4[N:21]([CH3:29])[C:22]5[C:27]([CH:28]=4)=[CH:26][CH:25]=[CH:24][CH:23]=5)=[O:19])=[C:13]([O:30][CH3:31])[CH:12]=3)[C:3]=12.[C:41]([OH:48])(=[O:47])/[CH:42]=[CH:43]\[C:44]([OH:46])=[O:45]. The catalyst is C(OCC)(=O)C.C(O)C. The product is [C:41]([OH:48])(=[O:47])/[CH:42]=[CH:43]\[C:44]([OH:46])=[O:45].[C:41]([OH:48])(=[O:47])/[CH:42]=[CH:43]\[C:44]([OH:46])=[O:45].[NH2:1][C:2]1[N:7]=[CH:6][N:5]=[C:4]2[N:8]([CH:32]3[CH2:37][CH2:36][N:35]([CH2:38][CH2:39][F:40])[CH2:34][CH2:33]3)[N:9]=[C:10]([C:11]3[CH:16]=[CH:15][C:14]([NH:17][C:18]([C:20]4[N:21]([CH3:29])[C:22]5[C:27]([CH:28]=4)=[CH:26][CH:25]=[CH:24][CH:23]=5)=[O:19])=[C:13]([O:30][CH3:31])[CH:12]=3)[C:3]=12. The yield is 0.800. (5) The reactants are [C:1]([C:5]1[O:9][N:8]=[C:7]([NH:10][C:11]([NH:13][C:14]2[CH:19]=[CH:18][CH:17]=[C:16]([O:20][C:21]3[C:30]4[C:25](=[CH:26][C:27]([O:36][CH3:37])=[C:28]([O:31][CH2:32][CH2:33][CH2:34]Cl)[CH:29]=4)[N:24]=[CH:23][N:22]=3)[CH:15]=2)=[O:12])[CH:6]=1)([CH3:4])([CH3:3])[CH3:2].[NH:38]1[CH2:43][CH2:42][S:41](=[O:45])(=[O:44])[CH2:40][CH2:39]1.CCN(C(C)C)C(C)C.O. The catalyst is [I-].C([N+](CCCC)(CCCC)CCCC)CCC.CN(C=O)C. The product is [C:1]([C:5]1[O:9][N:8]=[C:7]([NH:10][C:11]([NH:13][C:14]2[CH:19]=[CH:18][CH:17]=[C:16]([O:20][C:21]3[C:30]4[C:25](=[CH:26][C:27]([O:36][CH3:37])=[C:28]([O:31][CH2:32][CH2:33][CH2:34][N:38]5[CH2:43][CH2:42][S:41](=[O:45])(=[O:44])[CH2:40][CH2:39]5)[CH:29]=4)[N:24]=[CH:23][N:22]=3)[CH:15]=2)=[O:12])[CH:6]=1)([CH3:4])([CH3:3])[CH3:2]. The yield is 0.200. (6) The product is [Cl:1][C:2]1[CH:3]=[CH:4][C:5]([NH:8][C:9](=[O:29])[C:10]2[CH:15]=[C:14]([CH:30]=[CH2:31])[CH:13]=[CH:12][C:11]=2[NH:17][C:18]([CH:20]2[CH2:25][CH2:24][N:23]([CH:26]([CH3:28])[CH3:27])[CH2:22][CH2:21]2)=[O:19])=[N:6][CH:7]=1. The catalyst is CN1CCCC1=O.C1C=CC([P]([Pd]([P](C2C=CC=CC=2)(C2C=CC=CC=2)C2C=CC=CC=2)([P](C2C=CC=CC=2)(C2C=CC=CC=2)C2C=CC=CC=2)[P](C2C=CC=CC=2)(C2C=CC=CC=2)C2C=CC=CC=2)(C2C=CC=CC=2)C2C=CC=CC=2)=CC=1.[Cu](I)I. The yield is 0.160. The reactants are [Cl:1][C:2]1[CH:3]=[CH:4][C:5]([NH:8][C:9](=[O:29])[C:10]2[CH:15]=[C:14](I)[CH:13]=[CH:12][C:11]=2[NH:17][C:18]([CH:20]2[CH2:25][CH2:24][N:23]([CH:26]([CH3:28])[CH3:27])[CH2:22][CH2:21]2)=[O:19])=[N:6][CH:7]=1.[C:30]1([As](C2C=CC=CC=2)C2C=CC=CC=2)C=CC=C[CH:31]=1.C([Sn](CCCC)(CCCC)C=C)CCC. (7) The reactants are [CH3:1][O:2][C:3](=[O:13])[CH2:4][C:5]1[CH:10]=[CH:9][C:8](Cl)=[CH:7][C:6]=1[F:12].C1(P(C2CCCCC2)C2C=CC=CC=2C2C(OC)=CC=CC=2OC)CCCCC1.P([O-])([O-])([O-])=O.[K+].[K+].[K+].[CH2:51]([C:53]([OH:86])([CH2:84][CH3:85])/[CH:54]=[CH:55]/[C:56]1[CH:61]=[CH:60][C:59]([C:62]([CH2:81][CH3:82])([C:65]2[CH:70]=[CH:69][C:68](B3OC(C)(C)C(C)(C)O3)=[C:67]([CH3:80])[CH:66]=2)[CH2:63][CH3:64])=[CH:58][C:57]=1[CH3:83])[CH3:52].C(=O)(O)[O-].[Na+]. The catalyst is C([O-])(=O)C.[Pd+2].C([O-])(=O)C.O.C1(C)C=CC=CC=1. The product is [CH2:63]([C:62]([C:65]1[CH:70]=[CH:69][C:68]([C:8]2[CH:9]=[CH:10][C:5]([CH2:4][C:3]([O:2][CH3:1])=[O:13])=[C:6]([F:12])[CH:7]=2)=[C:67]([CH3:80])[CH:66]=1)([C:59]1[CH:60]=[CH:61][C:56](/[CH:55]=[CH:54]/[C:53]([CH2:51][CH3:52])([OH:86])[CH2:84][CH3:85])=[C:57]([CH3:83])[CH:58]=1)[CH2:81][CH3:82])[CH3:64]. The yield is 0.470. (8) The reactants are [OH-].[Na+].C(OC([N:8]1[CH2:13][CH2:12][C:11](=[C:14]([C:21]2[CH:26]=[CH:25][CH:24]=[CH:23][CH:22]=2)[C:15]2[CH:20]=[CH:19][CH:18]=[CH:17][CH:16]=2)[CH2:10][CH2:9]1)=O)C.C(=O)(O)N. The catalyst is O.C(O)C. The product is [C:15]1([C:14]([C:21]2[CH:26]=[CH:25][CH:24]=[CH:23][CH:22]=2)=[C:11]2[CH2:10][CH2:9][NH:8][CH2:13][CH2:12]2)[CH:16]=[CH:17][CH:18]=[CH:19][CH:20]=1. The yield is 0.750.